From a dataset of Full USPTO retrosynthesis dataset with 1.9M reactions from patents (1976-2016). Predict the reactants needed to synthesize the given product. (1) The reactants are: [NH:1]1[C:9]2[C:4](=[CH:5][CH:6]=[CH:7][CH:8]=2)[C:3]2([C:13]3=[CH:14][C:15]4[O:21][CH2:20][CH2:19][CH2:18][O:17][C:16]=4[CH:22]=[C:12]3[O:11][CH2:10]2)[C:2]1=[O:23].[NH:24]1[C:32]2[C:27](=CC=C[CH:31]=2)[C:26]2(COC3C=C4C(=[CH:43][C:33]2=3)CCO4)C1=O.Br.BrCC1C=CC=CN=1.BrCC1CCCCO1. Given the product [N:24]1[CH:43]=[CH:33][CH:26]=[CH:27][C:32]=1[CH2:31][N:1]1[C:9]2[C:4](=[CH:5][CH:6]=[CH:7][CH:8]=2)[C:3]2([C:13]3=[CH:14][C:15]4[O:21][CH2:20][CH2:19][CH2:18][O:17][C:16]=4[CH:22]=[C:12]3[O:11][CH2:10]2)[C:2]1=[O:23], predict the reactants needed to synthesize it. (2) The reactants are: C([BH-](C(CC)C)C(CC)C)(CC)C.[Li+].[Si:15]([O:32][C@H:33]([CH3:53])[C@H:34]([N:44]1[CH2:49][C@H:48]([CH3:50])[O:47][C:46](=[O:51])[C:45]1=[O:52])[C:35]1[CH:40]=[C:39]([F:41])[C:38]([F:42])=[C:37]([F:43])[CH:36]=1)([C:28]([CH3:31])([CH3:30])[CH3:29])([C:22]1[CH:27]=[CH:26][CH:25]=[CH:24][CH:23]=1)[C:16]1[CH:21]=[CH:20][CH:19]=[CH:18][CH:17]=1.[OH-].[Na+].OO.S(=O)(O)[O-].[Na+]. Given the product [Si:15]([O:32][C@H:33]([CH3:53])[C@H:34]([N:44]1[CH2:49][C@H:48]([CH3:50])[O:47][CH:46]([OH:51])[C:45]1=[O:52])[C:35]1[CH:40]=[C:39]([F:41])[C:38]([F:42])=[C:37]([F:43])[CH:36]=1)([C:28]([CH3:29])([CH3:31])[CH3:30])([C:22]1[CH:23]=[CH:24][CH:25]=[CH:26][CH:27]=1)[C:16]1[CH:21]=[CH:20][CH:19]=[CH:18][CH:17]=1, predict the reactants needed to synthesize it.